Dataset: NCI-60 drug combinations with 297,098 pairs across 59 cell lines. Task: Regression. Given two drug SMILES strings and cell line genomic features, predict the synergy score measuring deviation from expected non-interaction effect. (1) Drug 1: CC(C1=C(C=CC(=C1Cl)F)Cl)OC2=C(N=CC(=C2)C3=CN(N=C3)C4CCNCC4)N. Drug 2: CC1=CC2C(CCC3(C2CCC3(C(=O)C)OC(=O)C)C)C4(C1=CC(=O)CC4)C. Cell line: OVCAR3. Synergy scores: CSS=-4.21, Synergy_ZIP=3.08, Synergy_Bliss=-2.00, Synergy_Loewe=-4.43, Synergy_HSA=-5.77. (2) Drug 1: C1=NC2=C(N1)C(=S)N=C(N2)N. Drug 2: C1=CC=C(C=C1)NC(=O)CCCCCCC(=O)NO. Cell line: OVCAR-8. Synergy scores: CSS=53.2, Synergy_ZIP=-4.07, Synergy_Bliss=0.549, Synergy_Loewe=-13.0, Synergy_HSA=2.82. (3) Drug 1: CC1=C2C(C(=O)C3(C(CC4C(C3C(C(C2(C)C)(CC1OC(=O)C(C(C5=CC=CC=C5)NC(=O)OC(C)(C)C)O)O)OC(=O)C6=CC=CC=C6)(CO4)OC(=O)C)OC)C)OC. Drug 2: CC1=C2C(C(=O)C3(C(CC4C(C3C(C(C2(C)C)(CC1OC(=O)C(C(C5=CC=CC=C5)NC(=O)OC(C)(C)C)O)O)OC(=O)C6=CC=CC=C6)(CO4)OC(=O)C)O)C)O. Cell line: NCI-H322M. Synergy scores: CSS=59.2, Synergy_ZIP=11.2, Synergy_Bliss=12.1, Synergy_Loewe=13.7, Synergy_HSA=16.3. (4) Drug 1: C1=NC2=C(N=C(N=C2N1C3C(C(C(O3)CO)O)F)Cl)N. Drug 2: CNC(=O)C1=NC=CC(=C1)OC2=CC=C(C=C2)NC(=O)NC3=CC(=C(C=C3)Cl)C(F)(F)F. Cell line: SN12C. Synergy scores: CSS=9.42, Synergy_ZIP=-4.73, Synergy_Bliss=-5.61, Synergy_Loewe=-38.0, Synergy_HSA=-8.74. (5) Drug 1: CC12CCC(CC1=CCC3C2CCC4(C3CC=C4C5=CN=CC=C5)C)O. Drug 2: CC(C)NC(=O)C1=CC=C(C=C1)CNNC.Cl. Cell line: NCIH23. Synergy scores: CSS=16.4, Synergy_ZIP=-1.60, Synergy_Bliss=5.86, Synergy_Loewe=4.24, Synergy_HSA=4.59. (6) Drug 1: CC1OCC2C(O1)C(C(C(O2)OC3C4COC(=O)C4C(C5=CC6=C(C=C35)OCO6)C7=CC(=C(C(=C7)OC)O)OC)O)O. Drug 2: C1=CN(C(=O)N=C1N)C2C(C(C(O2)CO)O)O.Cl. Cell line: K-562. Synergy scores: CSS=53.6, Synergy_ZIP=-2.42, Synergy_Bliss=-2.12, Synergy_Loewe=3.82, Synergy_HSA=5.95. (7) Drug 1: CN(C)C1=NC(=NC(=N1)N(C)C)N(C)C. Drug 2: CC(C)NC(=O)C1=CC=C(C=C1)CNNC.Cl. Cell line: A549. Synergy scores: CSS=-1.18, Synergy_ZIP=3.78, Synergy_Bliss=5.15, Synergy_Loewe=-0.413, Synergy_HSA=-0.114. (8) Drug 1: C1=CC(=C2C(=C1NCCNCCO)C(=O)C3=C(C=CC(=C3C2=O)O)O)NCCNCCO. Drug 2: C1CNP(=O)(OC1)N(CCCl)CCCl. Cell line: MDA-MB-435. Synergy scores: CSS=25.9, Synergy_ZIP=-0.281, Synergy_Bliss=3.63, Synergy_Loewe=-14.2, Synergy_HSA=3.24.